From a dataset of Forward reaction prediction with 1.9M reactions from USPTO patents (1976-2016). Predict the product of the given reaction. (1) Given the reactants [NH2:1][C:2]1[CH:3]=[CH:4][C:5]([CH3:23])=[C:6]([C:8]2[C:17](=[O:18])[N:16]([CH3:19])[C:15]3[C:10](=[CH:11][N:12]=[C:13]4[NH:22][CH:21]=[CH:20][C:14]4=3)[CH:9]=2)[CH:7]=1.[CH2:24]([N:26]1[CH2:31][CH2:30][N:29]([C:32]2[CH:33]=[C:34]([CH:38]=[C:39]([C:41]([F:44])([F:43])[F:42])[CH:40]=2)[C:35](O)=[O:36])[CH2:28][CH2:27]1)[CH3:25].CN(C(ON1N=NC2C=CC=NC1=2)=[N+](C)C)C.F[P-](F)(F)(F)(F)F.CCN(C(C)C)C(C)C.CN(C=O)C, predict the reaction product. The product is: [CH2:24]([N:26]1[CH2:27][CH2:28][N:29]([C:32]2[CH:33]=[C:34]([CH:38]=[C:39]([C:41]([F:44])([F:42])[F:43])[CH:40]=2)[C:35]([NH:1][C:2]2[CH:3]=[CH:4][C:5]([CH3:23])=[C:6]([C:8]3[C:17](=[O:18])[N:16]([CH3:19])[C:15]4[C:10](=[CH:11][N:12]=[C:13]5[NH:22][CH:21]=[CH:20][C:14]5=4)[CH:9]=3)[CH:7]=2)=[O:36])[CH2:30][CH2:31]1)[CH3:25]. (2) Given the reactants [N:1]([CH2:4][C@@H:5]1[C@H:9]2[O:10][C:11]([CH3:14])([CH3:13])[O:12][C@H:8]2[C@H:7]([N:15]2[CH:23]=[N:22][C:21]3[C:16]2=[N:17][CH:18]=[N:19][CH:20]=3)[O:6]1)=[N+]=[N-], predict the reaction product. The product is: [CH3:13][C:11]1([CH3:14])[O:12][C@H:8]2[C@H:7]([N:15]3[CH:23]=[N:22][C:21]4[C:16]3=[N:17][CH:18]=[N:19][CH:20]=4)[O:6][C@H:5]([CH2:4][NH2:1])[C@H:9]2[O:10]1. (3) Given the reactants [Cl:1][C:2]1[C:10]2[O:9][CH2:8][CH2:7][C:6]=2[CH:5]=[C:4]([C:11]([C@H:13]2[CH2:15][C@@H:14]2[C:16]([O:18][CH3:19])=[O:17])=[O:12])[CH:3]=1.C(C1C(=O)C(Cl)=C(Cl)C(=O)C=1C#N)#N, predict the reaction product. The product is: [CH3:19][O:18][C:16]([C@H:14]1[CH2:15][C@@H:13]1[C:11]([C:4]1[CH:3]=[C:2]([Cl:1])[C:10]2[O:9][CH:8]=[CH:7][C:6]=2[CH:5]=1)=[O:12])=[O:17]. (4) Given the reactants [CH2:1]([N:8]([CH2:20][C@H:21]1[CH2:30][CH2:29][C:28]2[C:23](=[CH:24][CH:25]=[C:26]([I:31])[CH:27]=2)[O:22]1)[CH2:9][C@H:10]([OH:19])[CH2:11][O:12][C:13]1[CH:18]=[CH:17][CH:16]=[CH:15][CH:14]=1)[C:2]1[CH:7]=[CH:6][CH:5]=[CH:4][CH:3]=1.[Si:32](Cl)([C:35]([CH3:38])([CH3:37])[CH3:36])([CH3:34])[CH3:33].N1C=CN=C1.O, predict the reaction product. The product is: [CH2:1]([N:8]([CH2:20][C@H:21]1[CH2:30][CH2:29][C:28]2[C:23](=[CH:24][CH:25]=[C:26]([I:31])[CH:27]=2)[O:22]1)[CH2:9][C@H:10]([O:19][Si:32]([C:35]([CH3:38])([CH3:37])[CH3:36])([CH3:34])[CH3:33])[CH2:11][O:12][C:13]1[CH:18]=[CH:17][CH:16]=[CH:15][CH:14]=1)[C:2]1[CH:3]=[CH:4][CH:5]=[CH:6][CH:7]=1. (5) Given the reactants [OH:1][CH2:2][CH2:3][O:4][C:5]1[C:12]([CH3:13])=[CH:11][C:8]([CH:9]=O)=[CH:7][C:6]=1[CH3:14].[NH2:15][C:16]1[CH:31]=[CH:30][CH:29]=[CH:28][C:17]=1[C:18]([NH:20][C:21]1[CH:26]=[CH:25][C:24]([Cl:27])=[CH:23][CH:22]=1)=[O:19].S([O-])(O)=O.[Na+].C1(C)C=CC(S(O)(=O)=O)=CC=1, predict the reaction product. The product is: [Cl:27][C:24]1[CH:25]=[CH:26][C:21]([N:20]2[C:18](=[O:19])[C:17]3[C:16](=[CH:31][CH:30]=[CH:29][CH:28]=3)[N:15]=[C:9]2[C:8]2[CH:11]=[C:12]([CH3:13])[C:5]([O:4][CH2:3][CH2:2][OH:1])=[C:6]([CH3:14])[CH:7]=2)=[CH:22][CH:23]=1.